From a dataset of Catalyst prediction with 721,799 reactions and 888 catalyst types from USPTO. Predict which catalyst facilitates the given reaction. Reactant: [F:1][C:2]1[CH:3]=[CH:4][C:5]2[N:9]=[C:8]([CH:10]3[CH2:15][CH2:14][N:13]([CH2:16][C:17]4[CH:22]=[CH:21][C:20]([C:23]5[N:28]=[CH:27][C:26]([C:29](=[NH:31])[NH2:30])=[CH:25][C:24]=5[C:32]5[CH:37]=[CH:36][CH:35]=[CH:34][CH:33]=5)=[CH:19][CH:18]=4)[CH2:12][CH2:11]3)[NH:7][C:6]=2[CH:38]=1.Cl[CH2:40][CH:41]=O.C(=O)([O-])[O-].[Na+].[Na+]. Product: [F:1][C:2]1[CH:3]=[CH:4][C:5]2[N:9]=[C:8]([CH:10]3[CH2:15][CH2:14][N:13]([CH2:16][C:17]4[CH:22]=[CH:21][C:20]([C:23]5[C:24]([C:32]6[CH:37]=[CH:36][CH:35]=[CH:34][CH:33]=6)=[CH:25][C:26]([C:29]6[NH:30][CH:40]=[CH:41][N:31]=6)=[CH:27][N:28]=5)=[CH:19][CH:18]=4)[CH2:12][CH2:11]3)[NH:7][C:6]=2[CH:38]=1. The catalyst class is: 12.